This data is from Full USPTO retrosynthesis dataset with 1.9M reactions from patents (1976-2016). The task is: Predict the reactants needed to synthesize the given product. (1) Given the product [Cl:16][C:14]1[N:15]=[C:10]([NH:9][C:3]2[C:2]([C:39]#[C:38][Si:35]([CH3:37])([CH3:36])[CH3:34])=[CH:7][C:6]([CH3:8])=[CH:5][N:4]=2)[C:11](=[O:26])[N:12]([CH2:17][C:18]2[CH:23]=[CH:22][C:21]([O:24][CH3:25])=[CH:20][CH:19]=2)[CH:13]=1, predict the reactants needed to synthesize it. The reactants are: Br[C:2]1[C:3]([NH:9][C:10]2[C:11](=[O:26])[N:12]([CH2:17][C:18]3[CH:23]=[CH:22][C:21]([O:24][CH3:25])=[CH:20][CH:19]=3)[CH:13]=[C:14]([Cl:16])[N:15]=2)=[N:4][CH:5]=[C:6]([CH3:8])[CH:7]=1.C(N(CC)CC)C.[CH3:34][Si:35]([C:38]#[CH:39])([CH3:37])[CH3:36]. (2) Given the product [F:1][C:2]1[CH:7]=[CH:6][C:5]([O:8][C:9](=[O:24])[N:10]([C@H:12]2[C@H:16]([C:17]3[CH:22]=[CH:21][C:20]([Cl:23])=[CH:19][CH:18]=3)[CH2:15][N:14]([C:33](=[O:34])[CH2:32][CH2:31][N:25]3[CH2:30][CH2:29][O:28][CH2:27][CH2:26]3)[CH2:13]2)[CH3:11])=[CH:4][CH:3]=1, predict the reactants needed to synthesize it. The reactants are: [F:1][C:2]1[CH:7]=[CH:6][C:5]([O:8][C:9](=[O:24])[N:10]([C@H:12]2[C@H:16]([C:17]3[CH:22]=[CH:21][C:20]([Cl:23])=[CH:19][CH:18]=3)[CH2:15][NH:14][CH2:13]2)[CH3:11])=[CH:4][CH:3]=1.[N:25]1([CH2:31][CH2:32][C:33](O)=[O:34])[CH2:30][CH2:29][O:28][CH2:27][CH2:26]1. (3) Given the product [NH:20]1[C:24]2=[N:25][CH:26]=[C:27]([C:29]3[C:30]([C@@H:35]([NH:45][C:14](=[O:15])[CH2:13][N:5]4[C:6]5[CH:7]6[CH2:12][CH:8]6[CH2:9][CH2:10][C:11]=5[C:3]([C:2]([F:18])([F:1])[F:17])=[N:4]4)[CH2:36][C:37]4[CH:42]=[C:41]([F:43])[CH:40]=[C:39]([F:44])[CH:38]=4)=[N:31][CH:32]=[CH:33][CH:34]=3)[CH:28]=[C:23]2[CH:22]=[CH:21]1, predict the reactants needed to synthesize it. The reactants are: [F:1][C:2]([F:18])([F:17])[C:3]1[C:11]2[CH2:10][CH2:9][CH:8]3[CH2:12][CH:7]3[C:6]=2[N:5]([CH2:13][C:14](O)=[O:15])[N:4]=1.Cl.[NH:20]1[C:24]2=[N:25][CH:26]=[C:27]([C:29]3[C:30]([C@@H:35]([NH2:45])[CH2:36][C:37]4[CH:42]=[C:41]([F:43])[CH:40]=[C:39]([F:44])[CH:38]=4)=[N:31][CH:32]=[CH:33][CH:34]=3)[CH:28]=[C:23]2[CH:22]=[CH:21]1. (4) Given the product [F:5][C:6]1[CH:11]=[CH:10][C:9]([C:12](=[O:14])[CH2:13][C:15](=[O:21])[C:16]([O:18][CH2:19][CH3:20])=[O:17])=[CH:8][CH:7]=1, predict the reactants needed to synthesize it. The reactants are: [O-]CC.[Na+].[F:5][C:6]1[CH:11]=[CH:10][C:9]([C:12](=[O:14])[CH3:13])=[CH:8][CH:7]=1.[C:15](OCC)(=[O:21])[C:16]([O:18][CH2:19][CH3:20])=[O:17].Cl. (5) Given the product [OH:10][C:5]1[C:6]([O:8][CH3:9])=[CH:7][C:2]([I:1])=[C:3]([C:14](=[O:16])[CH3:15])[CH:4]=1, predict the reactants needed to synthesize it. The reactants are: [I:1][C:2]1[CH:7]=[C:6]([O:8][CH3:9])[C:5]([O:10]C(C)C)=[CH:4][C:3]=1[C:14](=[O:16])[CH3:15].[Al+3].[Cl-].[Cl-].[Cl-]. (6) Given the product [CH3:1][S:2]([C:5]1[CH:6]=[CH:7][C:8]2[O:13][CH2:12][C@H:11]([CH2:14][NH:15][CH2:20][CH2:19][C:18]([F:23])([F:22])[F:17])[O:10][C:9]=2[CH:16]=1)(=[O:3])=[O:4], predict the reactants needed to synthesize it. The reactants are: [CH3:1][S:2]([C:5]1[CH:6]=[CH:7][C:8]2[O:13][CH2:12][C@H:11]([CH2:14][NH2:15])[O:10][C:9]=2[CH:16]=1)(=[O:4])=[O:3].[F:17][C:18]([F:23])([F:22])[CH2:19][CH2:20]I. (7) Given the product [F:18][C:16]1([F:19])[CH2:17][CH:15]1[CH2:14][N:11]1[CH2:12][CH2:13][N:9]([C:7]2[S:8][C:4]([C:1]3[CH:2]=[CH:30][NH:27][N:23]=3)=[C:5]([CH3:21])[N:6]=2)[C:10]1=[O:20], predict the reactants needed to synthesize it. The reactants are: [C:1]([C:4]1[S:8][C:7]([N:9]2[CH2:13][CH2:12][N:11]([CH2:14][CH:15]3[CH2:17][C:16]3([F:19])[F:18])[C:10]2=[O:20])=[N:6][C:5]=1[CH3:21])(=O)[CH3:2].O.[NH2:23]N.O.C[N:27]([CH3:30])C=O. (8) Given the product [CH3:1][O:2][C:3](=[O:11])[C:4]1[CH:9]=[CH:8][C:7]([O:10][CH2:21][CH:22]2[CH2:24][CH2:23]2)=[CH:6][CH:5]=1, predict the reactants needed to synthesize it. The reactants are: [CH3:1][O:2][C:3](=[O:11])[C:4]1[CH:9]=[CH:8][C:7]([OH:10])=[CH:6][CH:5]=1.[Na+].[I-].C([O-])([O-])=O.[K+].[K+].Br[CH2:21][CH:22]1[CH2:24][CH2:23]1.